Task: Predict the product of the given reaction.. Dataset: Forward reaction prediction with 1.9M reactions from USPTO patents (1976-2016) (1) The product is: [CH3:31][N:32]1[CH2:37][CH2:36][N:35]([C:16](=[O:18])[CH2:15][CH2:14][NH:13][S:10]([C:5]2[CH:6]=[CH:7][CH:8]=[CH:9][C:4]=2[N+:1]([O-:3])=[O:2])(=[O:11])=[O:12])[CH2:34][CH2:33]1. Given the reactants [N+:1]([C:4]1[CH:9]=[CH:8][CH:7]=[CH:6][C:5]=1[S:10]([NH:13][CH2:14][CH2:15][C:16]([OH:18])=O)(=[O:12])=[O:11])([O-:3])=[O:2].C(N1C=CN=C1)(N1C=CN=C1)=O.[CH3:31][N:32]1[CH2:37][CH2:36][NH:35][CH2:34][CH2:33]1, predict the reaction product. (2) Given the reactants C([N:4]1[C:8]2[N:9]=[C:10]([Cl:14])[NH:11][C:12](=[O:13])[C:7]=2[CH:6]=[CH:5]1)C=C.C[N+]1([O-])CC[O:19]CC1.OO.[C:25]([OH:29])(C)([CH3:27])[CH3:26], predict the reaction product. The product is: [Cl:14][C:10]1[NH:11][C:12](=[O:13])[C:7]2[CH:6]=[CH:5][N:4]([CH2:26][CH:25]([OH:29])[CH2:27][OH:19])[C:8]=2[N:9]=1. (3) Given the reactants [NH2:1][C:2]1[N:3]=[C:4]([C:14]2[CH:19]=[CH:18][C:17]([CH3:20])=[CH:16][C:15]=2[CH3:21])[C:5]2[CH:10]=[C:9]([C:11](O)=[O:12])[S:8][C:6]=2[N:7]=1.[CH2:22]([NH2:25])[CH2:23][CH3:24], predict the reaction product. The product is: [CH2:22]([NH:25][C:11]([C:9]1[S:8][C:6]2[N:7]=[C:2]([NH2:1])[N:3]=[C:4]([C:14]3[CH:19]=[CH:18][C:17]([CH3:20])=[CH:16][C:15]=3[CH3:21])[C:5]=2[CH:10]=1)=[O:12])[CH2:23][CH3:24]. (4) Given the reactants [Cl:1][C:2]1[CH:7]=[C:6]([O:8][CH3:9])[CH:5]=[CH:4][C:3]=1[CH:10]([CH3:24])[C:11]([C:17]1[CH:18]=[CH:19][C:20](=[O:23])[NH:21][CH:22]=1)([OH:16])[C:12]([F:15])([F:14])[F:13].[C:25]([O-])([O-])=O.[K+].[K+].IC.CCOC(C)=O, predict the reaction product. The product is: [Cl:1][C:2]1[CH:7]=[C:6]([O:8][CH3:9])[CH:5]=[CH:4][C:3]=1[CH:10]([CH3:24])[C:11]([C:17]1[CH:18]=[CH:19][C:20](=[O:23])[N:21]([CH3:25])[CH:22]=1)([OH:16])[C:12]([F:14])([F:15])[F:13].